This data is from Full USPTO retrosynthesis dataset with 1.9M reactions from patents (1976-2016). The task is: Predict the reactants needed to synthesize the given product. (1) The reactants are: [H][H].[C:3]([O:8][CH2:9][CH2:10][C:11]1[CH:16]=[CH:15][C:14]([N+:17]([O-])=O)=[CH:13][C:12]=1[N+:20]([O-])=O)(=[O:7])[CH2:4][CH2:5][CH3:6]. Given the product [C:3]([O:8][CH2:9][CH2:10][C:11]1[CH:16]=[CH:15][C:14]([NH2:17])=[CH:13][C:12]=1[NH2:20])(=[O:7])[CH2:4][CH2:5][CH3:6], predict the reactants needed to synthesize it. (2) Given the product [C:17]([O:16][C:14]([N:10]1[CH2:11][CH2:12][O:13][CH:8]([C:7]([OH:2])=[O:6])[CH2:9]1)=[O:15])([CH3:20])([CH3:19])[CH3:18], predict the reactants needed to synthesize it. The reactants are: C([O-])(O)=[O:2].[Na+].[OH:6][CH2:7][CH:8]1[O:13][CH2:12][CH2:11][N:10]([C:14]([O:16][C:17]([CH3:20])([CH3:19])[CH3:18])=[O:15])[CH2:9]1.[Na+].[Br-].ClN1C(=O)N(Cl)C(=O)N(Cl)C1=O. (3) Given the product [CH2:1]([O:3][C:4](=[O:23])[C:5]([C:6]1[CH:11]=[CH:10][C:9]([NH:12][C:13]([O:15][CH2:16][C:17]2[CH:18]=[CH:19][CH:20]=[CH:21][CH:22]=2)=[O:14])=[CH:8][CH:7]=1)=[CH2:26])[CH3:2], predict the reactants needed to synthesize it. The reactants are: [CH2:1]([O:3][C:4](=[O:23])[CH2:5][C:6]1[CH:11]=[CH:10][C:9]([NH:12][C:13]([O:15][CH2:16][C:17]2[CH:22]=[CH:21][CH:20]=[CH:19][CH:18]=2)=[O:14])=[CH:8][CH:7]=1)[CH3:2].C=O.[C:26](=O)([O-])[O-].[K+].[K+]. (4) Given the product [C:18]1([N:13]2[C:12]([C:41]3[CH:46]=[CH:45][CH:44]=[CH:43][CH:42]=3)=[C:11]3[C:15]([CH2:16][CH2:17][NH:8][CH2:9][CH2:10]3)=[N:14]2)[CH:19]=[CH:20][CH:21]=[CH:22][CH:23]=1, predict the reactants needed to synthesize it. The reactants are: C(OC([N:8]1[CH2:17][CH2:16][C:15]2[C:11](=[C:12](OS(C(F)(F)F)(=O)=O)[N:13]([C:18]3[CH:23]=[CH:22][CH:21]=[CH:20][CH:19]=3)[N:14]=2)[CH2:10][CH2:9]1)=O)(C)(C)C.CCN(C(C)C)C(C)C.[CH:41]1[CH:46]=[CH:45][C:44](N(S(C(F)(F)F)(=O)=O)S(C(F)(F)F)(=O)=O)=[CH:43][CH:42]=1. (5) The reactants are: [CH:1]1([C:7]2[CH:12]=[CH:11][C:10]([NH2:13])=[CH:9][CH:8]=2)[CH2:6][CH2:5][CH2:4][CH2:3][CH2:2]1.C(OC([NH:21][CH2:22][CH2:23][CH2:24][C@H:25]([NH:29][C:30]([O:32][CH2:33][CH:34]1[C:46]2[CH:45]=[CH:44][CH:43]=[CH:42][C:41]=2[C:40]2[C:35]1=[CH:36][CH:37]=[CH:38][CH:39]=2)=[O:31])[C:26](O)=[O:27])=O)(C)(C)C. Given the product [CH:36]1[C:35]2[CH:34]([CH2:33][O:32][C:30](=[O:31])[NH:29][C@H:25]([C:26](=[O:27])[NH:13][C:10]3[CH:9]=[CH:8][C:7]([CH:1]4[CH2:2][CH2:3][CH2:4][CH2:5][CH2:6]4)=[CH:12][CH:11]=3)[CH2:24][CH2:23][CH2:22][NH2:21])[C:46]3[C:41](=[CH:42][CH:43]=[CH:44][CH:45]=3)[C:40]=2[CH:39]=[CH:38][CH:37]=1, predict the reactants needed to synthesize it. (6) Given the product [Cl:22][C:23]1[CH:24]=[C:25]([C:33]2[O:35][N:47]=[C:46]([C:43]3[CH:44]=[CH:45][C:37]([F:36])=[C:38]4[C:42]=3[NH:41][CH:40]=[C:39]4[CH2:51][CH2:52][C:53]([O:55][CH2:56][CH3:57])=[O:54])[N:49]=2)[CH:26]=[N:27][C:28]=1[O:29][CH:30]([CH3:31])[CH3:32], predict the reactants needed to synthesize it. The reactants are: C1C=CC2N(O)N=NC=2C=1.CCN=C=NCCCN(C)C.[Cl:22][C:23]1[CH:24]=[C:25]([C:33]([OH:35])=O)[CH:26]=[N:27][C:28]=1[O:29][CH:30]([CH3:32])[CH3:31].[F:36][C:37]1[CH:45]=[CH:44][C:43](/[C:46](/[NH:49]O)=[N:47]/[H])=[C:42]2[C:38]=1[C:39]([CH2:51][CH2:52][C:53]([O:55][CH2:56][CH3:57])=[O:54])=[CH:40][NH:41]2.CCCC[N+](CCCC)(CCCC)CCCC.[F-]. (7) Given the product [C:1]([OH:13])(=[O:12])[CH2:2][C:3]([CH2:8][C:9]([OH:11])=[O:10])([C:5]([OH:7])=[O:6])[OH:4].[Cl:14][C:15]1[CH:20]=[CH:19][CH:18]=[CH:17][C:16]=1[CH2:21][CH2:22][NH:23][CH2:24][CH2:25][CH2:26][S:27][CH2:28][CH2:29][NH:30][CH2:31][C@@H:32]([C:34]1[C:42]2[S:41][C:40](=[O:43])[NH:39][C:38]=2[C:37]([OH:44])=[CH:36][CH:35]=1)[OH:33], predict the reactants needed to synthesize it. The reactants are: [C:1]([OH:13])(=[O:12])[CH2:2][C:3]([CH2:8][C:9]([OH:11])=[O:10])([C:5]([OH:7])=[O:6])[OH:4].[Cl:14][C:15]1[CH:20]=[CH:19][CH:18]=[CH:17][C:16]=1[CH2:21][CH2:22][NH:23][CH2:24][CH2:25][CH2:26][S:27][CH2:28][CH2:29][NH:30][CH2:31][C@@H:32]([C:34]1[C:42]2[S:41][C:40](=[O:43])[NH:39][C:38]=2[C:37]([OH:44])=[CH:36][CH:35]=1)[OH:33].